This data is from Full USPTO retrosynthesis dataset with 1.9M reactions from patents (1976-2016). The task is: Predict the reactants needed to synthesize the given product. Given the product [Cl:7][C:8]1[CH:13]=[C:12]([S:14]([CH2:15][CH:16]=[CH2:17])(=[O:1])=[O:28])[CH:11]=[CH:10][C:9]=1[NH:18][C:19](=[O:27])[C@:20]([OH:26])([CH3:25])[C:21]([F:24])([F:22])[F:23], predict the reactants needed to synthesize it. The reactants are: [OH:1]OS([O-])=O.[K+].[Cl:7][C:8]1[CH:13]=[C:12]([S:14][CH2:15][CH:16]=[CH2:17])[CH:11]=[CH:10][C:9]=1[NH:18][C:19](=[O:27])[C@:20]([OH:26])([CH3:25])[C:21]([F:24])([F:23])[F:22].[OH2:28].